This data is from Full USPTO retrosynthesis dataset with 1.9M reactions from patents (1976-2016). The task is: Predict the reactants needed to synthesize the given product. (1) Given the product [N:37]([C:34]1[CH:35]=[CH:36][C:31]([CH2:30][O:29][C:27]([NH:26][C@@H:18]([CH2:19][S:20][S:21][C:22]([CH3:25])([CH3:23])[CH3:24])[C:17]([NH:16][CH2:15][CH2:14][CH2:13][CH2:12][C@H:8]([NH:7][C:51]([O:50][C:47]([CH3:49])([CH3:48])[CH3:46])=[O:52])[C:9]([OH:11])=[O:10])=[O:40])=[O:28])=[CH:32][CH:33]=1)=[N+:38]=[N-:39], predict the reactants needed to synthesize it. The reactants are: O1CCOCC1.[NH2:7][C@@H:8]([CH2:12][CH2:13][CH2:14][CH2:15][NH:16][C:17](=[O:40])[C@@H:18]([NH:26][C:27]([O:29][CH2:30][C:31]1[CH:36]=[CH:35][C:34]([N:37]=[N+:38]=[N-:39])=[CH:33][CH:32]=1)=[O:28])[CH2:19][S:20][S:21][C:22]([CH3:25])([CH3:24])[CH3:23])[C:9]([OH:11])=[O:10].C(=O)(O)[O-].[Na+].[CH3:46][C:47]([O:50][C:51](O[C:51]([O:50][C:47]([CH3:49])([CH3:48])[CH3:46])=[O:52])=[O:52])([CH3:49])[CH3:48]. (2) Given the product [CH3:28][C:19]1[N:18]([C:16](=[O:17])[NH:15][CH3:14])[C:26]2[C:21]([CH:20]=1)=[CH:22][C:23]([NH:27][C:2]1[CH:7]=[CH:6][N:5]=[C:4]3[CH:8]=[C:9]([C:11]([OH:13])=[O:12])[S:10][C:3]=13)=[CH:24][CH:25]=2, predict the reactants needed to synthesize it. The reactants are: Cl[C:2]1[CH:7]=[CH:6][N:5]=[C:4]2[CH:8]=[C:9]([C:11]([OH:13])=[O:12])[S:10][C:3]=12.[CH3:14][NH:15][C:16]([N:18]1[C:26]2[C:21](=[CH:22][C:23]([NH2:27])=[CH:24][CH:25]=2)[CH:20]=[C:19]1[CH3:28])=[O:17]. (3) Given the product [Br:1][C:2]1[CH:3]=[C:4]([CH2:21][CH:22]([OH:27])[C:23]([O:25][CH3:26])=[O:24])[CH:5]=[C:6]([Br:20])[C:7]=1[O:8][C:9]1[CH:10]=[C:11](/[CH:39]=[CH:40]/[C:41]2[CH:46]=[CH:45][CH:44]=[CH:43][CH:42]=2)[C:12]([OH:18])=[C:13]([CH:15]([CH3:17])[CH3:16])[CH:14]=1, predict the reactants needed to synthesize it. The reactants are: [Br:1][C:2]1[CH:3]=[C:4]([CH2:21][CH:22]([OH:27])[C:23]([O:25][CH3:26])=[O:24])[CH:5]=[C:6]([Br:20])[C:7]=1[O:8][C:9]1[CH:14]=[C:13]([CH:15]([CH3:17])[CH3:16])[C:12]([OH:18])=[C:11](I)[CH:10]=1.C(N(C(C)C)CC)(C)C.[Cl-].[Li+].[CH2:39]=[CH:40][C:41]1[CH:46]=[CH:45][CH:44]=[CH:43][CH:42]=1. (4) Given the product [Cl:1][C:2]1[CH:19]=[CH:18][CH:17]=[CH:16][C:3]=1[C:4]([NH:6][C:7]1[CH:8]=[CH:9][C:10]([C:11]([NH:37][CH2:38][CH:39]([OH:40])[C:41]2[CH:46]=[CH:45][CH:44]=[CH:43][CH:42]=2)=[O:13])=[CH:14][CH:15]=1)=[O:5], predict the reactants needed to synthesize it. The reactants are: [Cl:1][C:2]1[CH:19]=[CH:18][CH:17]=[CH:16][C:3]=1[C:4]([NH:6][C:7]1[CH:15]=[CH:14][C:10]([C:11]([OH:13])=O)=[CH:9][CH:8]=1)=[O:5].Cl.C(N=C=N)C.O.ON1C2C=CC=CC=2N=N1.[NH2:37][CH2:38][CH:39]([C:41]1[CH:46]=[CH:45][CH:44]=[CH:43][CH:42]=1)[OH:40].C(N(CC)CC)C.